This data is from Forward reaction prediction with 1.9M reactions from USPTO patents (1976-2016). The task is: Predict the product of the given reaction. (1) Given the reactants [CH2:1]([NH+:4](CCC)[CH2:5][CH2:6]C)[CH2:2]C.[C:11](=[S:13])=[S:12].[CH2:14]([N:17]([CH2:21][CH2:22][CH3:23])[CH2:18][CH2:19][CH3:20])[CH2:15][CH3:16].C(NCC)C, predict the reaction product. The product is: [CH2:1]([N:4]([CH2:5][CH3:6])[C:11](=[S:13])[S-:12])[CH3:2].[CH2:14]([NH+:17]([CH2:21][CH2:22][CH3:23])[CH2:18][CH2:19][CH3:20])[CH2:15][CH3:16]. (2) Given the reactants [CH:1]1([C:4]([N:6]2[CH2:11][CH2:10][N:9]([C:12]([C:14]3[CH:19]=[CH:18][C:17]([CH:20]4[C:25]5=[N:26][NH:27][C:28](=[O:33])[C:29]6[CH:30]=[CH:31][CH:32]=[C:23]([C:24]=65)[NH:22][CH:21]4[C:34]4[CH:41]=[CH:40][C:37]([CH:38]=O)=[CH:36][CH:35]=4)=[CH:16][CH:15]=3)=[O:13])[CH2:8][CH2:7]2)=[O:5])[CH2:3][CH2:2]1.[CH3:42][NH:43][CH3:44].[BH4-].[Na+], predict the reaction product. The product is: [CH:1]1([C:4]([N:6]2[CH2:7][CH2:8][N:9]([C:12]([C:14]3[CH:19]=[CH:18][C:17]([CH:20]4[C:25]5=[N:26][NH:27][C:28](=[O:33])[C:29]6[CH:30]=[CH:31][CH:32]=[C:23]([C:24]=65)[NH:22][CH:21]4[C:34]4[CH:41]=[CH:40][C:37]([CH2:38][N:43]([CH3:44])[CH3:42])=[CH:36][CH:35]=4)=[CH:16][CH:15]=3)=[O:13])[CH2:10][CH2:11]2)=[O:5])[CH2:3][CH2:2]1. (3) The product is: [CH2:35]([O:36][C:14]1[CH:15]=[CH:16][C:22]([NH:21][C:20]2[C:15]3[CH:14]=[C:13]([C:10]4[CH:9]=[CH:8][C:7]([CH2:6][NH:5][C:3](=[O:4])[CH2:2][Cl:1])=[CH:12][CH:11]=4)[NH:30][C:16]=3[N:17]=[CH:18][N:19]=2)=[CH:23][CH:13]=1)[C:7]1[CH:12]=[CH:11][CH:10]=[CH:9][CH:8]=1. Given the reactants [Cl:1][CH2:2][C:3]([NH:5][CH2:6][C:7]1[CH:12]=[CH:11][C:10]([C:13]2[NH:30][C:16]3[N:17]=[CH:18][N:19]=[C:20]([NH:21][C@@H:22](C4C=CC=CC=4)[CH3:23])[C:15]=3[CH:14]=2)=[CH:9][CH:8]=1)=[O:4].N.ClCCl.[CH3:35][OH:36], predict the reaction product.